From a dataset of NCI-60 drug combinations with 297,098 pairs across 59 cell lines. Regression. Given two drug SMILES strings and cell line genomic features, predict the synergy score measuring deviation from expected non-interaction effect. (1) Drug 1: C1=C(C(=O)NC(=O)N1)F. Drug 2: CC=C1C(=O)NC(C(=O)OC2CC(=O)NC(C(=O)NC(CSSCCC=C2)C(=O)N1)C(C)C)C(C)C. Cell line: SNB-75. Synergy scores: CSS=61.0, Synergy_ZIP=-1.79, Synergy_Bliss=2.42, Synergy_Loewe=4.98, Synergy_HSA=6.65. (2) Drug 1: C1=C(C(=O)NC(=O)N1)N(CCCl)CCCl. Drug 2: C1CN(P(=O)(OC1)NCCCl)CCCl. Cell line: HS 578T. Synergy scores: CSS=6.11, Synergy_ZIP=-4.00, Synergy_Bliss=-1.57, Synergy_Loewe=-13.2, Synergy_HSA=-2.75. (3) Drug 1: C1=CC(=CC=C1C#N)C(C2=CC=C(C=C2)C#N)N3C=NC=N3. Synergy scores: CSS=29.9, Synergy_ZIP=2.79, Synergy_Bliss=0.472, Synergy_Loewe=-25.4, Synergy_HSA=-6.95. Drug 2: CC1C(C(CC(O1)OC2CC(CC3=C2C(=C4C(=C3O)C(=O)C5=C(C4=O)C(=CC=C5)OC)O)(C(=O)CO)O)N)O.Cl. Cell line: CCRF-CEM. (4) Drug 1: COC1=CC(=CC(=C1O)OC)C2C3C(COC3=O)C(C4=CC5=C(C=C24)OCO5)OC6C(C(C7C(O6)COC(O7)C8=CC=CS8)O)O. Cell line: MDA-MB-435. Synergy scores: CSS=4.60, Synergy_ZIP=0.561, Synergy_Bliss=4.75, Synergy_Loewe=-6.03, Synergy_HSA=0.699. Drug 2: C1=CC(=CC=C1C#N)C(C2=CC=C(C=C2)C#N)N3C=NC=N3. (5) Drug 1: COCCOC1=C(C=C2C(=C1)C(=NC=N2)NC3=CC=CC(=C3)C#C)OCCOC. Drug 2: CC1CCC2CC(C(=CC=CC=CC(CC(C(=O)C(C(C(=CC(C(=O)CC(OC(=O)C3CCCCN3C(=O)C(=O)C1(O2)O)C(C)CC4CCC(C(C4)OC)OP(=O)(C)C)C)C)O)OC)C)C)C)OC. Cell line: OVCAR3. Synergy scores: CSS=50.8, Synergy_ZIP=2.05, Synergy_Bliss=3.99, Synergy_Loewe=9.87, Synergy_HSA=10.6. (6) Drug 1: C1CCC(C(C1)[NH-])[NH-].C(=O)(C(=O)[O-])[O-].[Pt+4]. Drug 2: CN1C=C(C=N1)C2=C3N=C(C(=C(N3N=C2)N)Br)C4CCCNC4. Cell line: NCI-H460. Synergy scores: CSS=38.4, Synergy_ZIP=-2.02, Synergy_Bliss=-3.79, Synergy_Loewe=-4.43, Synergy_HSA=-1.28.